Dataset: Full USPTO retrosynthesis dataset with 1.9M reactions from patents (1976-2016). Task: Predict the reactants needed to synthesize the given product. (1) Given the product [C:24]1([N:12]2[C:13](=[O:23])[CH:14]=[C:15]([S:16][C:17]3[CH:18]=[CH:19][CH:20]=[CH:21][CH:22]=3)[C:10]([C:8]3[N:7]=[CH:6][NH:5][N:2]=3)=[N:11]2)[CH:29]=[CH:28][CH:27]=[CH:26][CH:25]=1, predict the reactants needed to synthesize it. The reactants are: O.[NH2:2]N.C[N:5](C)[CH:6]=[N:7][C:8]([C:10]1[C:15]([S:16][C:17]2[CH:22]=[CH:21][CH:20]=[CH:19][CH:18]=2)=[CH:14][C:13](=[O:23])[N:12]([C:24]2[CH:29]=[CH:28][CH:27]=[CH:26][CH:25]=2)[N:11]=1)=O. (2) Given the product [Cl:1][C:2]1[CH:3]=[C:4]([CH:13]=[CH:14][C:15]=1[F:16])[CH2:5][NH:6][C:7]1[S:8][C:9](=[CH:27][C:23]2[CH:24]=[CH:25][C:26]3[C:21](=[CH:20][CH:19]=[CH:18][N:17]=3)[N:22]=2)[C:10](=[O:12])[N:11]=1, predict the reactants needed to synthesize it. The reactants are: [Cl:1][C:2]1[CH:3]=[C:4]([CH:13]=[CH:14][C:15]=1[F:16])[CH2:5][NH:6][C:7]1[S:8][CH2:9][C:10](=[O:12])[N:11]=1.[N:17]1[C:26]2[C:21](=[N:22][C:23]([CH:27]=O)=[CH:24][CH:25]=2)[CH:20]=[CH:19][CH:18]=1.C(O)(=O)C1C=CC=CC=1.N1CCCCC1. (3) Given the product [C:21]([C:13]1[CH:14]=[N:15][C:16]2[C:11]([CH:12]=1)=[CH:10][C:9]([O:8][CH:5]([S:6][CH3:7])[C:4]([OH:27])=[O:3])=[C:18]([F:19])[C:17]=2[CH3:20])#[CH:22], predict the reactants needed to synthesize it. The reactants are: C([O:3][C:4](=[O:27])[CH:5]([O:8][C:9]1[CH:10]=[C:11]2[C:16](=[C:17]([CH3:20])[C:18]=1[F:19])[N:15]=[CH:14][C:13]([C:21]#[C:22][Si](C)(C)C)=[CH:12]2)[S:6][CH3:7])C.[OH-].[Na+].Cl. (4) The reactants are: [Cl:1][C:2]1[CH:3]=[C:4]([C:9]2[CH:14]=[C:13]([CH3:15])[N:12]=[C:11]([N:16]3[CH:20]=[C:19]([Sn](CCCC)(CCCC)CCCC)[N:18]=[CH:17]3)[N:10]=2)[CH:5]=[CH:6][C:7]=1[Cl:8].BrC1C=C([CH2:41][S:42](CC2C=CC=C(Br)C=2)(=[O:44])=[O:43])C=CC=1.C[CH2:54][CH2:55][CH2:56][CH2:57][CH2:58][CH3:59]. Given the product [Cl:1][C:2]1[CH:3]=[C:4]([C:9]2[CH:14]=[C:13]([CH3:15])[N:12]=[C:11]([N:16]3[CH:20]=[C:19]([C:55]4[CH:56]=[CH:57][CH:58]=[C:59]([S:42]([CH3:41])(=[O:44])=[O:43])[CH:54]=4)[N:18]=[CH:17]3)[N:10]=2)[CH:5]=[CH:6][C:7]=1[Cl:8], predict the reactants needed to synthesize it. (5) Given the product [C:51]([O:50][C:49](=[O:55])[NH:48][CH2:47][CH2:46][C:45]([NH:43][NH:44][C:18]([C@@H:13]1[CH2:12][CH2:11][C@@H:10]2[CH2:17][N:14]1[C:15](=[O:16])[N:9]2[O:8][CH2:1][C:2]1[CH:3]=[CH:4][CH:5]=[CH:6][CH:7]=1)=[O:20])=[O:56])([CH3:54])([CH3:52])[CH3:53], predict the reactants needed to synthesize it. The reactants are: [CH2:1]([O:8][N:9]1[C:15](=[O:16])[N:14]2[CH2:17][C@H:10]1[CH2:11][CH2:12][C@H:13]2[C:18]([OH:20])=O)[C:2]1[CH:7]=[CH:6][CH:5]=[CH:4][CH:3]=1.Cl.C(N=C=NCCCN(C)C)C.ON1C2C=CC=CC=2N=N1.[NH:43]([C:45](=[O:56])[CH2:46][CH2:47][NH:48][C:49](=[O:55])[O:50][C:51]([CH3:54])([CH3:53])[CH3:52])[NH2:44]. (6) Given the product [CH2:1]([O:8][C:9]([N:11]1[C@@H:15]2[CH2:16][NH:17][CH2:18][CH2:19][CH2:20][C@@H:14]2[CH2:13][CH2:12]1)=[O:10])[C:2]1[CH:3]=[CH:4][CH:5]=[CH:6][CH:7]=1, predict the reactants needed to synthesize it. The reactants are: [CH2:1]([O:8][C:9]([N:11]1[C@@H:15]2[CH2:16][N:17](CCC3C=CC=CC=3)[CH2:18][CH2:19][CH2:20][C@@H:14]2[CH2:13][CH2:12]1)=[O:10])[C:2]1[CH:7]=[CH:6][CH:5]=[CH:4][CH:3]=1.C(Cl)(=O)OC(Cl)C. (7) Given the product [CH3:1][C:3]1[O:14][CH:6]=[C:5](/[CH:9]=[CH:10]/[C:11]([OH:13])=[O:12])[N:4]=1, predict the reactants needed to synthesize it. The reactants are: [CH2:1]([C:3]1[NH:4][C:5](/[CH:9]=[CH:10]/[C:11]([OH:13])=[O:12])=[C:6](C)N=1)C.[OH-:14].[Li+]. (8) Given the product [Cl:20][C:21]1[CH:22]=[CH:23][C:24]([CH:27]([NH:31][C:17](=[O:19])[CH2:16][C:13]2[CH:12]=[CH:11][C:10]([O:9][CH2:8][C:7]3[C:2]([CH3:1])=[N:3][CH:4]=[CH:5][CH:6]=3)=[CH:15][CH:14]=2)[CH:28]([CH3:29])[CH3:30])=[CH:25][CH:26]=1, predict the reactants needed to synthesize it. The reactants are: [CH3:1][C:2]1[C:7]([CH2:8][O:9][C:10]2[CH:15]=[CH:14][C:13]([CH2:16][C:17]([OH:19])=O)=[CH:12][CH:11]=2)=[CH:6][CH:5]=[CH:4][N:3]=1.[Cl:20][C:21]1[CH:26]=[CH:25][C:24]([CH:27]([NH2:31])[CH:28]([CH3:30])[CH3:29])=[CH:23][CH:22]=1.